From a dataset of NCI-60 drug combinations with 297,098 pairs across 59 cell lines. Regression. Given two drug SMILES strings and cell line genomic features, predict the synergy score measuring deviation from expected non-interaction effect. (1) Drug 1: CC1=C(C(=O)C2=C(C1=O)N3CC4C(C3(C2COC(=O)N)OC)N4)N. Drug 2: C1CCC(C(C1)N)N.C(=O)(C(=O)[O-])[O-].[Pt+4]. Cell line: EKVX. Synergy scores: CSS=-4.31, Synergy_ZIP=6.68, Synergy_Bliss=6.81, Synergy_Loewe=-4.41, Synergy_HSA=-3.32. (2) Drug 1: C1=CC(=C2C(=C1NCCNCCO)C(=O)C3=C(C=CC(=C3C2=O)O)O)NCCNCCO. Drug 2: CCN(CC)CCCC(C)NC1=C2C=C(C=CC2=NC3=C1C=CC(=C3)Cl)OC. Cell line: NCI/ADR-RES. Synergy scores: CSS=22.5, Synergy_ZIP=-4.67, Synergy_Bliss=0.221, Synergy_Loewe=0.712, Synergy_HSA=1.24. (3) Synergy scores: CSS=46.3, Synergy_ZIP=-6.44, Synergy_Bliss=-3.77, Synergy_Loewe=0.145, Synergy_HSA=2.21. Drug 2: N.N.Cl[Pt+2]Cl. Drug 1: CC1CCC2CC(C(=CC=CC=CC(CC(C(=O)C(C(C(=CC(C(=O)CC(OC(=O)C3CCCCN3C(=O)C(=O)C1(O2)O)C(C)CC4CCC(C(C4)OC)O)C)C)O)OC)C)C)C)OC. Cell line: SN12C.